This data is from Full USPTO retrosynthesis dataset with 1.9M reactions from patents (1976-2016). The task is: Predict the reactants needed to synthesize the given product. (1) Given the product [CH3:1][C@H:2]1[CH2:7][C:6](=[O:8])[CH2:5][CH2:4][N:3]1[C:30]([O:32][C:33]([CH3:34])([CH3:35])[CH3:36])=[O:31], predict the reactants needed to synthesize it. The reactants are: [CH3:1][C@H:2]1[CH2:7][C:6](=[O:8])[CH2:5][CH2:4][N:3]1C(OCC1C=CC=CC=1)=O.C(O)C.[C:30](O[C:30]([O:32][C:33]([CH3:36])([CH3:35])[CH3:34])=[O:31])([O:32][C:33]([CH3:36])([CH3:35])[CH3:34])=[O:31]. (2) Given the product [CH3:1][O:2][C:3]([C:5]1[C@@H:10]([C:11]2[CH:12]=[CH:13][C:14]([C:17]#[N:18])=[CH:15][CH:16]=2)[N:9]2[C:19](=[O:26])[N:20]([CH2:22][C:23](=[O:25])[N:61]([CH2:60][CH2:59][CH2:58][CH2:46][CH2:44][N:41]([CH3:38])[CH3:42])[CH3:56])[N:21]=[C:8]2[N:7]([C:27]2[CH:32]=[CH:31][CH:30]=[C:29]([C:33]([F:34])([F:35])[F:36])[CH:28]=2)[C:6]=1[CH3:37])=[O:4], predict the reactants needed to synthesize it. The reactants are: [CH3:1][O:2][C:3]([C:5]1[C@@H:10]([C:11]2[CH:16]=[CH:15][C:14]([C:17]#[N:18])=[CH:13][CH:12]=2)[N:9]2[C:19](=[O:26])[N:20]([CH2:22][C:23]([OH:25])=O)[N:21]=[C:8]2[N:7]([C:27]2[CH:32]=[CH:31][CH:30]=[C:29]([C:33]([F:36])([F:35])[F:34])[CH:28]=2)[C:6]=1[CH3:37])=[O:4].[CH:38]([N:41]([CH:44]([CH3:46])C)[CH2:42]C)(C)C.CN(C(ON1N=NC2[CH:58]=[CH:59][CH:60]=[N:61][C:56]1=2)=[N+](C)C)C.F[P-](F)(F)(F)(F)F. (3) The reactants are: [Br:1][C:2]1[C:3]([CH3:11])=[C:4]2[C:8](=[CH:9][CH:10]=1)[NH:7][N:6]=[CH:5]2.C(=O)([O-])[O-].[Cs+].[Cs+].[C:18]([N:25]1[CH2:30][CH2:29][CH:28]([CH2:31]Br)[CH2:27][CH2:26]1)([O:20][C:21]([CH3:24])([CH3:23])[CH3:22])=[O:19]. Given the product [Br:1][C:2]1[CH:10]=[CH:9][C:8]2[C:4](=[CH:5][N:6]([CH2:31][CH:28]3[CH2:29][CH2:30][N:25]([C:18]([O:20][C:21]([CH3:22])([CH3:24])[CH3:23])=[O:19])[CH2:26][CH2:27]3)[N:7]=2)[C:3]=1[CH3:11], predict the reactants needed to synthesize it.